This data is from Full USPTO retrosynthesis dataset with 1.9M reactions from patents (1976-2016). The task is: Predict the reactants needed to synthesize the given product. (1) Given the product [CH3:17][C@H:13]1[CH2:14][CH2:15][CH2:16][N:11]([C:9]([C:3]2[CH:4]=[C:5]([CH3:8])[CH:6]=[CH:7][C:2]=2[C:35]2[N:40]=[CH:39][CH:38]=[CH:37][N:36]=2)=[O:10])[C@H:12]1[CH2:18][NH:19][C:20]1[CH:25]=[CH:24][C:23]([C:26]([F:29])([F:28])[F:27])=[CH:22][N:21]=1.[C:49]([OH:52])([C:26]([F:29])([F:28])[F:27])=[O:50], predict the reactants needed to synthesize it. The reactants are: Br[C:2]1[CH:7]=[CH:6][C:5]([CH3:8])=[CH:4][C:3]=1[C:9]([N:11]1[CH2:16][CH2:15][CH2:14][C@H:13]([CH3:17])[C@@H:12]1[CH2:18][NH:19][C:20]1[CH:25]=[CH:24][C:23]([C:26]([F:29])([F:28])[F:27])=[CH:22][N:21]=1)=[O:10].C([Sn](CCCC)(CCCC)[C:35]1[N:40]=[CH:39][CH:38]=[CH:37][N:36]=1)CCC.[C:49]([O-:52])([O-])=[O:50].[Cs+].[Cs+]. (2) Given the product [F:1][C:2]1[CH:3]=[C:4]([N:9]2[C:14](=[O:15])[C:13]([CH3:16])=[C:12]([NH:17][C:18]3[CH:23]=[CH:22][CH:21]=[CH:20][CH:19]=3)[N:11]=[CH:10]2)[CH:5]=[CH:6][C:7]=1[O:8][C:25]1[C:34]2[C:29](=[CH:30][C:31]([O:37][CH2:38][CH2:39][CH2:40][N:41]3[CH2:42][CH2:43][O:44][CH2:45][CH2:46]3)=[C:32]([O:35][CH3:36])[CH:33]=2)[N:28]=[CH:27][CH:26]=1, predict the reactants needed to synthesize it. The reactants are: [F:1][C:2]1[CH:3]=[C:4]([N:9]2[C:14](=[O:15])[C:13]([CH3:16])=[C:12]([NH:17][C:18]3[CH:23]=[CH:22][CH:21]=[CH:20][CH:19]=3)[N:11]=[CH:10]2)[CH:5]=[CH:6][C:7]=1[OH:8].Cl[C:25]1[C:34]2[C:29](=[CH:30][C:31]([O:37][CH2:38][CH2:39][CH2:40][N:41]3[CH2:46][CH2:45][O:44][CH2:43][CH2:42]3)=[C:32]([O:35][CH3:36])[CH:33]=2)[N:28]=[CH:27][CH:26]=1. (3) The reactants are: C(N(CC)CC)C.C(O)=O.[C:11]([NH:14][CH:15]([C:21](=[O:37])[CH2:22][CH2:23][CH2:24][CH2:25][CH2:26][CH2:27][CH2:28][CH2:29][CH2:30][CH2:31][CH2:32][CH2:33][CH2:34][CH2:35][CH3:36])[C:16]([O:18][CH2:19][CH3:20])=[O:17])(=[O:13])[CH3:12]. Given the product [C:11]([NH:14][C@H:15]([C@H:21]([OH:37])[CH2:22][CH2:23][CH2:24][CH2:25][CH2:26][CH2:27][CH2:28][CH2:29][CH2:30][CH2:31][CH2:32][CH2:33][CH2:34][CH2:35][CH3:36])[C:16]([O:18][CH2:19][CH3:20])=[O:17])(=[O:13])[CH3:12], predict the reactants needed to synthesize it. (4) The reactants are: C([C@@:3]1([C:22]([OH:24])=[O:23])[CH2:8][CH2:7][CH2:6][CH2:5][C@H:4]1[O:9][CH2:10][CH2:11][C:12]1[CH:17]=[CH:16][C:15]([O:18][CH3:19])=[C:14]([O:20][CH3:21])[CH:13]=1)C.[OH-].[Na+]. Given the product [CH3:21][O:20][C:14]1[CH:13]=[C:12]([CH:17]=[CH:16][C:15]=1[O:18][CH3:19])[CH2:11][CH2:10][O:9][C@@H:4]1[CH2:5][CH2:6][CH2:7][CH2:8][C@H:3]1[C:22]([OH:24])=[O:23], predict the reactants needed to synthesize it. (5) The reactants are: [NH:1]1[C:10]2[C:5](=[CH:6][CH:7]=[CH:8][CH:9]=2)[CH2:4][CH2:3][CH2:2]1.ClC(Cl)(O[C:15](=[O:21])OC(Cl)(Cl)Cl)Cl.Cl.Cl.N1C=CC([CH:31]2[CH2:37][CH:36]3[NH:38][CH:33]([CH2:34][CH2:35]3)[CH2:32]2)=CC=1.C(=O)([O-])O.[Na+]. Given the product [N:1]1[CH:10]=[CH:5][CH:4]=[C:3]([CH:37]2[CH:36]3[N:38]([C:15]([N:1]4[C:10]5[C:5](=[CH:6][CH:7]=[CH:8][CH:9]=5)[CH2:4][CH2:3][CH2:2]4)=[O:21])[CH:33]([CH2:34][CH2:35]3)[CH2:32][CH2:31]2)[CH:2]=1, predict the reactants needed to synthesize it. (6) Given the product [F:41][C:42]([F:47])([F:46])[C:43]([OH:45])=[O:44].[OH:40][C:30]1[C:29]([CH:9]2[C:17]3[C:12](=[CH:13][CH:14]=[CH:15][CH:16]=3)[N:11]([CH2:18][C:19]3[O:20][C:21]([C:24]([F:27])([F:26])[F:25])=[CH:22][CH:23]=3)[C:10]2=[O:28])=[CH:39][C:33]2[N:34]([CH3:38])[CH2:35][CH2:36][O:37][C:32]=2[CH:31]=1, predict the reactants needed to synthesize it. The reactants are: C([SiH](CC)CC)C.O[C:9]1([C:29]2[C:30]([OH:40])=[CH:31][C:32]3[O:37][CH2:36][CH2:35][N:34]([CH3:38])[C:33]=3[CH:39]=2)[C:17]2[C:12](=[CH:13][CH:14]=[CH:15][CH:16]=2)[N:11]([CH2:18][C:19]2[O:20][C:21]([C:24]([F:27])([F:26])[F:25])=[CH:22][CH:23]=2)[C:10]1=[O:28].[F:41][C:42]([F:47])([F:46])[C:43]([OH:45])=[O:44]. (7) Given the product [CH3:1][O:2][C:3](=[O:29])[CH2:4][CH2:5][CH2:6][CH2:7][CH2:8][CH:9]1[C:10](=[O:24])[NH:11][C:12]2[CH:13]=[N:14][CH:15]=[CH:16][C:17]=2[O:18][CH2:19][CH2:20][CH2:21][CH2:28][CH2:27][CH2:26][O:25]1, predict the reactants needed to synthesize it. The reactants are: [CH3:1][O:2][C:3](=[O:29])[CH2:4][CH2:5][CH2:6][CH2:7][CH2:8][CH:9]([O:25][CH2:26][CH:27]=[CH2:28])[C:10](=[O:24])[NH:11][C:12]1[CH:13]=[N:14][CH:15]=[CH:16][C:17]=1[O:18][CH2:19][CH2:20][CH2:21]C=C.CO. (8) Given the product [C:26]1(=[O:28])[C:27]2[C:22](=[CH:21][CH:20]=[N:19][CH:18]=2)[CH:23]=[CH:24][NH:25]1, predict the reactants needed to synthesize it. The reactants are: NC1N=CN=C(O[C@@H](C)CO)C=1.C(N[C:18]1[N:19]=[C:20](Cl)[CH:21]=[C:22]2[C:27]=1[C:26](=[O:28])[N:25](C[C@H](O)CO)[CH:24]=[CH:23]2)(C)(C)C.C([O-])([O-])=O.[Cs+].[Cs+]. (9) Given the product [F:26][C:20]1[CH:21]=[CH:22][C:23]([F:25])=[CH:24][C:19]=1[CH:9]([S:10][C:11]1[CH:16]=[CH:15][C:14]([F:17])=[C:13]([CH3:18])[CH:12]=1)[C:5]1[C:6]([CH3:8])=[CH:7][C:2]([CH:34]=[O:35])=[N:3][CH:4]=1, predict the reactants needed to synthesize it. The reactants are: Br[C:2]1[CH:7]=[C:6]([CH3:8])[C:5]([CH:9]([C:19]2[CH:24]=[C:23]([F:25])[CH:22]=[CH:21][C:20]=2[F:26])[S:10][C:11]2[CH:16]=[CH:15][C:14]([F:17])=[C:13]([CH3:18])[CH:12]=2)=[CH:4][N:3]=1.C([Li])CCC.CN(C)[CH:34]=[O:35].O. (10) Given the product [OH:14][CH:10]1[CH2:11][CH:12]2[CH:8]([CH2:7][C:6](=[O:5])[CH2:13]2)[CH2:9]1, predict the reactants needed to synthesize it. The reactants are: [BH4-].[Na+].C1O[C:6]2([CH2:13][C@@H:12]3[C@@H:8]([CH2:9][C:10](=[O:14])[CH2:11]3)[CH2:7]2)[O:5]C1.